Predict the reaction yield, written as a fraction of the theoretical maximum amount of product (1.0 means a 100% yield; for example, 0.34 means a 34% yield). From a dataset of Reaction yield outcomes from USPTO patents with 853,638 reactions. (1) The reactants are [Br:1][C:2]1[CH:3]=[CH:4][C:5]([OH:11])=[C:6]([C:8](=[O:10])[CH3:9])[CH:7]=1.[CH:12]1([CH:18]=O)[CH2:17][CH2:16][CH2:15][CH2:14][CH2:13]1. The catalyst is C(O)C.O. The product is [Br:1][C:2]1[CH:7]=[C:6]2[C:5](=[CH:4][CH:3]=1)[O:11][CH:18]([CH:12]1[CH2:17][CH2:16][CH2:15][CH2:14][CH2:13]1)[CH2:9][C:8]2=[O:10]. The yield is 0.830. (2) The reactants are [Cl:1][C:2]1[N:7]2[N:8]=[C:9]([C:15]3[CH:20]=[CH:19][C:18]([F:21])=[CH:17][CH:16]=3)[C:10]([C:11](=O)[C:12]#[CH:13])=[C:6]2[CH:5]=[CH:4][CH:3]=1.Cl.[C:23]([NH2:31])(=[NH:30])[C:24]1[CH:29]=[CH:28][CH:27]=[CH:26][CH:25]=1.[O-]CC.[Na+]. The catalyst is C(O)C.O. The product is [Cl:1][C:2]1[N:7]2[N:8]=[C:9]([C:15]3[CH:20]=[CH:19][C:18]([F:21])=[CH:17][CH:16]=3)[C:10]([C:11]3[CH:12]=[CH:13][N:31]=[C:23]([C:24]4[CH:29]=[CH:28][CH:27]=[CH:26][CH:25]=4)[N:30]=3)=[C:6]2[CH:5]=[CH:4][CH:3]=1. The yield is 0.710. (3) The reactants are [H-].[H-].[H-].[H-].[Li+].[Al+3].C([O:9][C:10]([C:12]1[S:13][CH:14]=[C:15]([C:17]2[CH:22]=[CH:21][C:20]([C:23]([F:26])([F:25])[F:24])=[CH:19][CH:18]=2)[N:16]=1)=O)C. The catalyst is C1COCC1. The product is [F:26][C:23]([F:24])([F:25])[C:20]1[CH:19]=[CH:18][C:17]([C:15]2[N:16]=[C:12]([CH2:10][OH:9])[S:13][CH:14]=2)=[CH:22][CH:21]=1. The yield is 0.700. (4) The reactants are [Si]([O:8][C@@H:9]([C:65]1[CH:70]=[CH:69][CH:68]=[CH:67][C:66]=1[C:71]1[CH:76]=[CH:75][C:74]([Cl:77])=[CH:73][CH:72]=1)[CH:10]1[CH2:15][CH2:14][N:13]([C:16]2[CH:64]=[CH:63][C:19]([C:20]([NH:22][S:23]([C:26]3[CH:31]=[CH:30][C:29]([NH:32][C@H:33]([CH2:42][CH2:43][N:44]4[CH2:49][CH2:48][O:47][CH2:46][C@@H:45]4[CH2:50][N:51]([CH2:54][CH3:55])[CH2:52][CH3:53])[CH2:34][S:35][C:36]4[CH:41]=[CH:40][CH:39]=[CH:38][CH:37]=4)=[C:28]([S:56]([C:59]([F:62])([F:61])[F:60])(=[O:58])=[O:57])[CH:27]=3)(=[O:25])=[O:24])=[O:21])=[CH:18][CH:17]=2)[CH2:12][CH2:11]1)(C(C)(C)C)(C)C.CCCC[N+](CCCC)(CCCC)CCCC.[F-]. No catalyst specified. The product is [Cl:77][C:74]1[CH:75]=[CH:76][C:71]([C:66]2[CH:67]=[CH:68][CH:69]=[CH:70][C:65]=2[C@H:9]([OH:8])[CH:10]2[CH2:15][CH2:14][N:13]([C:16]3[CH:17]=[CH:18][C:19]([C:20]([NH:22][S:23]([C:26]4[CH:31]=[CH:30][C:29]([NH:32][C@H:33]([CH2:42][CH2:43][N:44]5[CH2:49][CH2:48][O:47][CH2:46][C@@H:45]5[CH2:50][N:51]([CH2:54][CH3:55])[CH2:52][CH3:53])[CH2:34][S:35][C:36]5[CH:41]=[CH:40][CH:39]=[CH:38][CH:37]=5)=[C:28]([S:56]([C:59]([F:62])([F:61])[F:60])(=[O:57])=[O:58])[CH:27]=4)(=[O:24])=[O:25])=[O:21])=[CH:63][CH:64]=3)[CH2:12][CH2:11]2)=[CH:72][CH:73]=1. The yield is 0.480. (5) The reactants are [CH3:1][CH:2]1[CH2:8][C:7]2[CH:9]=[C:10]3[O:15][CH2:14][O:13][C:11]3=[CH:12][C:6]=2[C:5]([C:16]2[CH:21]=[CH:20][C:19]([N+:22]([O-:24])=[O:23])=[CH:18][CH:17]=2)=[N:4][N:3]1[C:25](=[S:27])[NH2:26].CO[CH:30](OC)[CH:31](Br)[CH3:32].CN(C)C=O. The catalyst is O. The product is [CH3:1][CH:2]1[CH2:8][C:7]2[CH:9]=[C:10]3[O:15][CH2:14][O:13][C:11]3=[CH:12][C:6]=2[C:5]([C:16]2[CH:17]=[CH:18][C:19]([N+:22]([O-:24])=[O:23])=[CH:20][CH:21]=2)=[N:4][N:3]1[C:25]1[S:27][C:31]([CH3:32])=[CH:30][N:26]=1. The yield is 0.660.